Dataset: Full USPTO retrosynthesis dataset with 1.9M reactions from patents (1976-2016). Task: Predict the reactants needed to synthesize the given product. (1) The reactants are: [CH3:1][O:2][C:3]1[CH:8]=[C:7]([O:9][CH3:10])[C:6]([O:11][CH3:12])=[C:5]([CH2:13][CH2:14][CH2:15][CH2:16][CH2:17][CH2:18][CH2:19][CH2:20][CH2:21][CH2:22][CH2:23][CH2:24][CH3:25])[C:4]=1[O:26][CH3:27].[CH3:28]N(C)CCN(C)C.[CH2:36]([Li])[CH2:37][CH2:38]C.CI. Given the product [CH2:13]([C:5]1[C:4]([O:26][CH3:27])=[C:3]([O:2][CH3:1])[C:8]([CH3:28])=[C:7]([O:9][CH3:10])[C:6]=1[O:11][CH3:12])[CH2:14][CH2:15][CH2:16][CH2:17][CH2:18][CH2:19][CH2:20][CH2:21][CH2:22][CH2:23][CH2:24][CH2:25][CH2:36][CH2:37][CH3:38], predict the reactants needed to synthesize it. (2) Given the product [O:1]1[CH2:6][CH2:5][CH:4]([S:7]([C:10]2[CH:11]=[CH:12][C:13]([CH2:16][NH2:17])=[N:14][CH:15]=2)(=[O:9])=[O:8])[CH2:3][CH2:2]1, predict the reactants needed to synthesize it. The reactants are: [O:1]1[CH2:6][CH2:5][CH:4]([S:7]([C:10]2[CH:11]=[CH:12][C:13]([C:16]#[N:17])=[N:14][CH:15]=2)(=[O:9])=[O:8])[CH2:3][CH2:2]1.[H][H]. (3) Given the product [CH2:31]([O:30][C:28]([C:27]1[NH:42][N:43]=[C:18]([C:9]2[S:8][C:7]([C:1]3[CH:6]=[CH:5][CH:4]=[CH:3][CH:2]=3)=[N:11][C:10]=2[N:12]2[CH2:17][CH2:16][CH2:15][CH2:14][CH2:13]2)[CH:19]=1)=[O:29])[CH3:32], predict the reactants needed to synthesize it. The reactants are: [C:1]1([C:7]2[S:8][C:9]([C:18](=O)[CH3:19])=[C:10]([N:12]3[CH2:17][CH2:16][CH2:15][CH2:14][CH2:13]3)[N:11]=2)[CH:6]=[CH:5][CH:4]=[CH:3][CH:2]=1.CC(C)([O-])C.[K+].[C:27](OCC)(=O)[C:28]([O:30][CH2:31][CH3:32])=[O:29].C(O)(=O)C.O.[NH2:42][NH2:43]. (4) Given the product [NH2:6][C:7]1[N:6]([C:7]2[CH:8]=[C:9]([CH:16]=[CH:17][C:18]=2[CH3:19])[C:10]([NH:12][CH:13]2[CH2:14][CH2:15]2)=[O:11])[CH:2]=[N:1][C:18]=1[C:17](=[O:38])[C:29]1[CH:34]=[CH:33][CH:32]=[CH:31][CH:30]=1, predict the reactants needed to synthesize it. The reactants are: [NH2:1][C:2]1[N:6]([C:7]2[CH:8]=[C:9]([CH:16]=[CH:17][C:18]=2[CH3:19])[C:10]([NH:12][CH:13]2[CH2:15][CH2:14]2)=[O:11])N=CC=1C(=O)C1C=CC(C)=CC=1.[C:29]1([Mg]Br)[CH:34]=[CH:33][CH:32]=[CH:31][CH:30]=1.Cl.[OH-:38].[Na+]. (5) Given the product [CH3:31][O:30][C:25]1[CH:26]=[CH:27][CH:28]=[CH:29][C:24]=1[N:21]1[C:20](=[O:32])[NH:19][C:18]2[C:22]1=[N:23][C:15]([NH:14][CH2:13][C@H:9]1[CH2:10][CH2:11][CH2:12][NH:8]1)=[N:16][C:17]=2[C:33]([NH2:38])=[O:35], predict the reactants needed to synthesize it. The reactants are: C(OC([N:8]1[CH2:12][CH2:11][CH2:10][C@@H:9]1[CH2:13][NH:14][C:15]1[N:23]=[C:22]2[C:18]([NH:19][C:20](=[O:32])[N:21]2[C:24]2[CH:29]=[CH:28][CH:27]=[CH:26][C:25]=2[O:30][CH3:31])=[C:17]([C:33]([O:35]CC)=O)[N:16]=1)=O)(C)(C)C.[NH2:38]C1C(C(OCC)=O)=NC(NC[C@H]2CCCN2C(OC(C)(C)C)=O)=NC=1NC1C=CC=CC=1OC. (6) Given the product [Cl:1][C:2]1[C:10]([N+:11]([O-:13])=[O:12])=[CH:9][CH:8]=[C:7]([Cl:14])[C:3]=1[C:4]([NH:28][C:29]1[CH:34]=[CH:33][CH:32]=[CH:31][CH:30]=1)=[O:6], predict the reactants needed to synthesize it. The reactants are: [Cl:1][C:2]1[C:10]([N+:11]([O-:13])=[O:12])=[CH:9][CH:8]=[C:7]([Cl:14])[C:3]=1[C:4]([OH:6])=O.C(Cl)(=O)C(Cl)=O.C(N(CC)CC)C.[NH2:28][C:29]1[CH:34]=[CH:33][CH:32]=[CH:31][CH:30]=1.